From a dataset of Full USPTO retrosynthesis dataset with 1.9M reactions from patents (1976-2016). Predict the reactants needed to synthesize the given product. (1) Given the product [CH:12]1([C:2]2[CH:3]=[C:4]([CH:8]=[C:9]([F:11])[CH:10]=2)[C:5]([OH:7])=[O:6])[CH2:14][CH2:13]1, predict the reactants needed to synthesize it. The reactants are: Br[C:2]1[CH:3]=[C:4]([CH:8]=[C:9]([F:11])[CH:10]=1)[C:5]([OH:7])=[O:6].[CH:12]1(B(O)O)[CH2:14][CH2:13]1.[O-]P([O-])([O-])=O.[K+].[K+].[K+].Cl. (2) Given the product [C:1]([C:3]1[CH:11]=[CH:10][C:6]([C:7]([O:9][C:14]([CH3:16])([CH3:15])[CH3:13])=[O:8])=[C:5]([F:12])[CH:4]=1)#[N:2], predict the reactants needed to synthesize it. The reactants are: [C:1]([C:3]1[CH:11]=[CH:10][C:6]([C:7]([OH:9])=[O:8])=[C:5]([F:12])[CH:4]=1)#[N:2].[CH3:13][C:14](OC(OC(O[C:14]([CH3:16])([CH3:15])[CH3:13])=O)=O)([CH3:16])[CH3:15]. (3) Given the product [Cl:1][C:2]1[CH:3]=[C:4]([C:8]2[N:9]=[C:10]([C:23]([NH:31][CH:28]([CH3:30])[CH3:29])=[O:25])[S:11][C:12]=2[C:13]2[CH:18]=[CH:17][C:16](=[O:19])[N:15]([CH:20]([CH3:22])[CH3:21])[N:14]=2)[CH:5]=[CH:6][CH:7]=1, predict the reactants needed to synthesize it. The reactants are: [Cl:1][C:2]1[CH:3]=[C:4]([C:8]2[N:9]=[C:10]([C:23]([O:25]CC)=O)[S:11][C:12]=2[C:13]2[CH:18]=[CH:17][C:16](=[O:19])[N:15]([CH:20]([CH3:22])[CH3:21])[N:14]=2)[CH:5]=[CH:6][CH:7]=1.[CH:28]([NH2:31])([CH3:30])[CH3:29]. (4) Given the product [CH:29]1([C:34]([NH:1][CH2:2][CH2:3][CH:4]2[CH2:9][CH2:8][N:7]([C:10]3[N:11]=[CH:12][CH:13]=[C:14]4[CH:18]=[C:17]([C:19]([NH2:21])=[O:20])[S:16][C:15]=34)[CH2:6][CH2:5]2)=[O:35])[CH2:33][CH2:32][CH2:31][CH2:30]1, predict the reactants needed to synthesize it. The reactants are: [NH2:1][CH2:2][CH2:3][CH:4]1[CH2:9][CH2:8][N:7]([C:10]2[N:11]=[CH:12][CH:13]=[C:14]3[CH:18]=[C:17]([C:19]([NH2:21])=[O:20])[S:16][C:15]=23)[CH2:6][CH2:5]1.C(N(CC)CC)C.[CH:29]1([C:34](Cl)=[O:35])[CH2:33][CH2:32][CH2:31][CH2:30]1. (5) The reactants are: Cl[C:2]1[N:3]=[C:4]([N:18]2[CH2:23][CH2:22][O:21][CH2:20][CH2:19]2)[C:5]2[S:10][C:9]([CH2:11][N:12]([CH3:17])[S:13]([CH3:16])(=[O:15])=[O:14])=[CH:8][C:6]=2[N:7]=1.C(OC(=O)[NH:30][C:31]1[S:32][C:33]([Sn](CCCC)(CCCC)CCCC)=[CH:34][N:35]=1)(C)(C)C. Given the product [CH3:16][S:13]([N:12]([CH2:11][C:9]1[S:10][C:5]2[C:4]([N:18]3[CH2:23][CH2:22][O:21][CH2:20][CH2:19]3)=[N:3][C:2]([C:33]3[S:32][C:31]([NH2:30])=[N:35][CH:34]=3)=[N:7][C:6]=2[CH:8]=1)[CH3:17])(=[O:15])=[O:14], predict the reactants needed to synthesize it. (6) The reactants are: Cl[C:2]1[C:7]([O:8][CH2:9][CH:10]2[CH2:12][CH2:11]2)=[CH:6][N:5]=[C:4]([CH2:13][S:14]([CH3:17])(=[O:16])=[O:15])[N:3]=1.[CH3:18][N:19]1[CH:24]=[C:23](B2OC(C)(C)C(C)(C)O2)[CH:22]=[C:21]([CH3:34])[C:20]1=[O:35]. Given the product [CH:10]1([CH2:9][O:8][C:7]2[C:2]([C:23]3[CH:22]=[C:21]([CH3:34])[C:20](=[O:35])[N:19]([CH3:18])[CH:24]=3)=[N:3][C:4]([CH2:13][S:14]([CH3:17])(=[O:16])=[O:15])=[N:5][CH:6]=2)[CH2:12][CH2:11]1, predict the reactants needed to synthesize it. (7) The reactants are: Cl[C:2]1[CH:3]=[C:4]2[N:11]([CH3:12])[C:10]([CH3:14])([CH3:13])[CH2:9][N:5]2[C:6](=[O:8])[N:7]=1.[Cl:15][C:16]1[CH:17]=[C:18]([CH2:22][OH:23])[CH:19]=[CH:20][CH:21]=1. Given the product [Cl:15][C:16]1[CH:17]=[C:18]([CH:19]=[CH:20][CH:21]=1)[CH2:22][O:23][C:2]1[CH:3]=[C:4]2[N:11]([CH3:12])[C:10]([CH3:14])([CH3:13])[CH2:9][N:5]2[C:6](=[O:8])[N:7]=1, predict the reactants needed to synthesize it. (8) Given the product [CH2:1]([O:3][C:4](=[O:38])[CH2:5][C:6]1[CH:11]=[CH:10][C:9]([O:12][CH3:13])=[C:8]([O:14][C:15]2[CH:20]=[CH:19][C:18]([NH2:21])=[CH:17][C:16]=2[CH2:24][N:25]([C:28]([O:30][CH2:31][C:32]2[CH:37]=[CH:36][CH:35]=[CH:34][CH:33]=2)=[O:29])[CH2:26][CH3:27])[CH:7]=1)[CH3:2], predict the reactants needed to synthesize it. The reactants are: [CH2:1]([O:3][C:4](=[O:38])[CH2:5][C:6]1[CH:11]=[CH:10][C:9]([O:12][CH3:13])=[C:8]([O:14][C:15]2[CH:20]=[CH:19][C:18]([N+:21]([O-])=O)=[CH:17][C:16]=2[CH2:24][N:25]([C:28]([O:30][CH2:31][C:32]2[CH:37]=[CH:36][CH:35]=[CH:34][CH:33]=2)=[O:29])[CH2:26][CH3:27])[CH:7]=1)[CH3:2].CN(C)N.C. (9) Given the product [Cl:20][C:21]1[CH:26]=[CH:25][C:24]([NH:27][C:28]([O:19][CH2:18][CH2:17][C:13]2[CH:12]=[C:11]([CH2:10][CH:4]([O:3][CH2:1][CH3:2])[C:5]([OH:7])=[O:6])[CH:16]=[CH:15][CH:14]=2)=[O:29])=[CH:23][CH:22]=1, predict the reactants needed to synthesize it. The reactants are: [CH2:1]([O:3][CH:4]([CH2:10][C:11]1[CH:16]=[CH:15][CH:14]=[C:13]([CH2:17][CH2:18][OH:19])[CH:12]=1)[C:5]([O:7]CC)=[O:6])[CH3:2].[Cl:20][C:21]1[CH:26]=[CH:25][C:24]([N:27]=[C:28]=[O:29])=[CH:23][CH:22]=1.